From a dataset of Experimentally validated miRNA-target interactions with 360,000+ pairs, plus equal number of negative samples. Binary Classification. Given a miRNA mature sequence and a target amino acid sequence, predict their likelihood of interaction. The miRNA is dre-miR-430b-3p with sequence AAAGUGCUAUCAAGUUGGGGUAG. The protein sequence of the target gene is MNMVKRIMGRPRQEECSPQDNALGLMHLRRLFTELCHPPRHMTQKEQEEKLYMMLPVFNRVFGNAPPNTMTEKFSDLLQFTTQVSRLMVTEIRRRASNKSTEAASRAIVQFLEINQSEEASRGWMLLTTINLLASSGQKTVDCMTTMSVPSTLVKCLYLFFDLPHVPEAGGGAQNELPLAERRGLLQKAFVQILVKLCSFVSPAEELAQKDDLQLLFSAITSWCPPYNLPWRKSAGEVLMTISRHGLSVNVVKYIHEKECLSTCVQNMQQSDDLSPLEIVEMFAGLSCFLKDSSDVSQTL.... Result: 0 (no interaction).